Dataset: Human liver microsome stability data. Task: Regression/Classification. Given a drug SMILES string, predict its absorption, distribution, metabolism, or excretion properties. Task type varies by dataset: regression for continuous measurements (e.g., permeability, clearance, half-life) or binary classification for categorical outcomes (e.g., BBB penetration, CYP inhibition). Dataset: hlm. (1) The drug is COP(=O)(c1ccc2nc(-c3ccc(F)cc3)oc2c1)C(C)C. The result is 0 (unstable in human liver microsomes). (2) The drug is CC1CCN(C(=O)C(C)(C)C#N)CC1N(C)c1ncnc2[nH]ccc12. The result is 1 (stable in human liver microsomes). (3) The drug is O=C(O)c1cccc(N2CCC(NS(=O)(=O)c3cc(S(=O)(=O)c4ccccc4)ccc3C(F)(F)F)CC2)c1. The result is 0 (unstable in human liver microsomes). (4) The compound is CCCS(=O)(=O)NC(=O)c1ccc2c(C3CCCCC3)c3n(c2c1)CC1(C(=O)N2C4CCC2CN(C)C4)CC1c1cc(OC)ccc1-3. The result is 0 (unstable in human liver microsomes). (5) The drug is C=C[C@@H]1C[C@]1(NC(=O)[C@@H]1C[C@@H](c2nc(-c3ccccc3)cs2)CN1C(=O)[C@@H](NC(=O)OC1CCCC1)C(C)(C)C)C(=O)NS(=O)(=O)C1CC1. The result is 0 (unstable in human liver microsomes). (6) The result is 0 (unstable in human liver microsomes). The drug is COc1cc2c(N3CCNCC3)nc(N(C)C)nc2cc1OCCCN1CCCC1. (7) The drug is CCOc1nc(NC(=O)C(C)(C)NC(=O)c2ccc3c(C4CCCC4)c(-c4ccc(Cl)cn4)n(C)c3c2)cnc1C=CC(=O)O. The result is 0 (unstable in human liver microsomes). (8) The compound is O=C(N[C@@H](Cn1ccnc1)c1c(F)cc(-c2ccc(F)cc2)cc1F)c1ccc(-c2nnc(-c3ccccc3)o2)cc1. The result is 0 (unstable in human liver microsomes).